The task is: Predict the reactants needed to synthesize the given product.. This data is from Full USPTO retrosynthesis dataset with 1.9M reactions from patents (1976-2016). Given the product [CH2:16]([N:15]([C@@H:13]([C:7]1[CH:8]=[CH:9][CH:10]=[CH:11][CH:12]=1)[CH3:14])[CH2:2][C:3]([O:5][CH3:6])=[O:4])[CH2:17][CH:18]=[CH2:19], predict the reactants needed to synthesize it. The reactants are: Br[CH2:2][C:3]([O:5][CH3:6])=[O:4].[C:7]1([C@H:13]([NH:15][CH2:16][CH2:17][CH:18]=[CH2:19])[CH3:14])[CH:12]=[CH:11][CH:10]=[CH:9][CH:8]=1.C(N(C(C)C)C(C)C)C.